This data is from Full USPTO retrosynthesis dataset with 1.9M reactions from patents (1976-2016). The task is: Predict the reactants needed to synthesize the given product. (1) Given the product [CH3:18][C:15]1([CH3:19])[CH2:16][O:17][B:12]([C:2]2[CH:7]=[CH:6][C:5]([C:8]([OH:11])([CH3:10])[CH3:9])=[CH:4][CH:3]=2)[O:13][CH2:14]1, predict the reactants needed to synthesize it. The reactants are: Br[C:2]1[CH:7]=[CH:6][C:5]([C:8]([OH:11])([CH3:10])[CH3:9])=[CH:4][CH:3]=1.[B:12]1([B:12]2[O:17][CH2:16][C:15]([CH3:19])([CH3:18])[CH2:14][O:13]2)[O:17][CH2:16][C:15]([CH3:19])([CH3:18])[CH2:14][O:13]1.CC([O-])=O.[K+]. (2) Given the product [CH3:35][O:34][C:32]([N:21]1[CH2:22][CH2:23][CH:18]([C:6]2[C:7]3[CH:13]=[CH:12][C:11]([C:14]([F:17])([F:15])[F:16])=[CH:10][C:8]=3[S:9][C:5]=2[C:3]([O:2][CH3:1])=[O:4])[CH2:19][CH2:20]1)=[O:33], predict the reactants needed to synthesize it. The reactants are: [CH3:1][O:2][C:3]([C:5]1[S:9][C:8]2[CH:10]=[C:11]([C:14]([F:17])([F:16])[F:15])[CH:12]=[CH:13][C:7]=2[C:6]=1[CH:18]1[CH2:23][CH2:22][N:21](CC2C=CC=CC=2)[CH2:20][CH2:19]1)=[O:4].Cl[C:32]([O:34][CH3:35])=[O:33].